The task is: Regression. Given two drug SMILES strings and cell line genomic features, predict the synergy score measuring deviation from expected non-interaction effect.. This data is from NCI-60 drug combinations with 297,098 pairs across 59 cell lines. (1) Drug 1: C1CNP(=O)(OC1)N(CCCl)CCCl. Drug 2: CC(C)CN1C=NC2=C1C3=CC=CC=C3N=C2N. Cell line: NCI/ADR-RES. Synergy scores: CSS=-6.60, Synergy_ZIP=9.94, Synergy_Bliss=7.05, Synergy_Loewe=-4.64, Synergy_HSA=-5.07. (2) Drug 1: CS(=O)(=O)CCNCC1=CC=C(O1)C2=CC3=C(C=C2)N=CN=C3NC4=CC(=C(C=C4)OCC5=CC(=CC=C5)F)Cl. Drug 2: C1=NC2=C(N1)C(=S)N=CN2. Cell line: NCIH23. Synergy scores: CSS=22.7, Synergy_ZIP=-3.66, Synergy_Bliss=-1.38, Synergy_Loewe=-22.1, Synergy_HSA=-2.13. (3) Drug 1: CS(=O)(=O)C1=CC(=C(C=C1)C(=O)NC2=CC(=C(C=C2)Cl)C3=CC=CC=N3)Cl. Drug 2: N.N.Cl[Pt+2]Cl. Cell line: MALME-3M. Synergy scores: CSS=1.34, Synergy_ZIP=0.761, Synergy_Bliss=2.28, Synergy_Loewe=-1.74, Synergy_HSA=-1.44.